Predict the reaction yield, written as a fraction of the theoretical maximum amount of product (1.0 means a 100% yield; for example, 0.34 means a 34% yield). From a dataset of Reaction yield outcomes from USPTO patents with 853,638 reactions. (1) The reactants are C(OC(=O)[NH:7][CH2:8][CH2:9][O:10][C:11]1[CH:16]=[CH:15][C:14]([CH2:17][C:18]2[NH:22][C:21]([CH3:23])=[N:20][N:19]=2)=[CH:13][CH:12]=1)(C)(C)C.FC(F)(F)C(O)=O. The catalyst is C(Cl)Cl. The product is [CH3:23][C:21]1[NH:22][C:18]([CH2:17][C:14]2[CH:15]=[CH:16][C:11]([O:10][CH2:9][CH2:8][NH2:7])=[CH:12][CH:13]=2)=[N:19][N:20]=1. The yield is 0.450. (2) The yield is 0.920. The catalyst is C1COCC1.CCCCCC.CCOC(C)=O. The product is [N+:1]([C:4]1[CH:5]=[N:6][N:7]([CH:10]2[CH2:15][CH2:14][N:13]([C:16]([O:18][C:19]([CH3:22])([CH3:21])[CH3:20])=[O:17])[CH2:12][CH2:11]2)[CH:8]=1)([O-:3])=[O:2]. The reactants are [N+:1]([C:4]1[CH:5]=[N:6][NH:7][CH:8]=1)([O-:3])=[O:2].O[CH:10]1[CH2:15][CH2:14][N:13]([C:16]([O:18][C:19]([CH3:22])([CH3:21])[CH3:20])=[O:17])[CH2:12][CH2:11]1.C1C=CC(P(C2C=CC=CC=2)C2C=CC=CC=2)=CC=1.CC(OC(/N=N/C(OC(C)C)=O)=O)C. (3) The reactants are C=O.O.[Cl:4][C:5]1[C:6]([CH3:37])=[C:7]([C:26]2[CH:27]=[N:28][N:29]([CH:31]3[CH2:36][CH2:35][NH:34][CH2:33][CH2:32]3)[CH:30]=2)[C:8]([O:24][CH3:25])=[C:9]([CH:11]([N:13]2[C:17]3=[N:18][CH:19]=[N:20][C:21]([NH2:22])=[C:16]3[C:15]([CH3:23])=[N:14]2)[CH3:12])[CH:10]=1.[CH:38](N(CC)C(C)C)(C)C.C(O[BH-](OC(=O)C)OC(=O)C)(=O)C.[Na+]. The catalyst is C(Cl)Cl. The product is [Cl:4][C:5]1[C:6]([CH3:37])=[C:7]([C:26]2[CH:27]=[N:28][N:29]([CH:31]3[CH2:32][CH2:33][N:34]([CH3:38])[CH2:35][CH2:36]3)[CH:30]=2)[C:8]([O:24][CH3:25])=[C:9]([CH:11]([N:13]2[C:17]3=[N:18][CH:19]=[N:20][C:21]([NH2:22])=[C:16]3[C:15]([CH3:23])=[N:14]2)[CH3:12])[CH:10]=1. The yield is 0.240.